This data is from Rat liver microsome stability data. The task is: Regression/Classification. Given a drug SMILES string, predict its absorption, distribution, metabolism, or excretion properties. Task type varies by dataset: regression for continuous measurements (e.g., permeability, clearance, half-life) or binary classification for categorical outcomes (e.g., BBB penetration, CYP inhibition). Dataset: rlm. (1) The compound is O=S(=O)(c1ccccc1)c1ccc2c(c1)O[C@H]1CNCC[C@@H]21. The result is 0 (unstable in rat liver microsomes). (2) The molecule is O=C1OC(CCO)(c2ccccc2)CCN1c1cccc(-c2ccc(F)cc2F)c1. The result is 0 (unstable in rat liver microsomes). (3) The molecule is COc1cc(NC(=O)C2CCC3(CC2)OOC2(OO3)C3CC4CC(C3)CC2C4)c2ncccc2c1-c1ccc(F)cc1. The result is 0 (unstable in rat liver microsomes). (4) The drug is CC[C@H](NS(=O)(=O)c1ccc(-c2sc(C(=O)NCC(C)(C)O)nc2C(=O)N2CCCC[C@@H]2C)c(C(F)F)c1F)C(F)(F)F. The result is 0 (unstable in rat liver microsomes). (5) The compound is Cc1ccnc(NC(=S)N2CCN(c3ccc(C(F)(F)F)cc3[N+](=O)[O-])CC2)c1. The result is 0 (unstable in rat liver microsomes). (6) The molecule is C=C(C)[C@@H]1CC[C@]2(NCCN3CCCCS3(=O)=O)CC[C@]3(C)[C@H](CC[C@@H]4[C@@]5(C)CC=C(c6ccc(C(=O)O)cc6)C(C)(C)[C@@H]5CC[C@]43C)[C@@H]12. The result is 0 (unstable in rat liver microsomes).